From a dataset of Catalyst prediction with 721,799 reactions and 888 catalyst types from USPTO. Predict which catalyst facilitates the given reaction. (1) Reactant: [Br:1][C:2]1[CH:3]=[CH:4][C:5]([O:13][CH2:14][C:15]2[CH:20]=[CH:19][C:18]([O:21][CH2:22][C:23]3[N:24]=[C:25]([C:29]4[CH:34]=[CH:33][CH:32]=[CH:31][CH:30]=4)[O:26][C:27]=3[CH3:28])=[CH:17][CH:16]=2)=[C:6]([CH2:8][C:9]([O:11]C)=[O:10])[CH:7]=1.O1CCCC1.[OH-].[Na+].Cl. Product: [Br:1][C:2]1[CH:3]=[CH:4][C:5]([O:13][CH2:14][C:15]2[CH:16]=[CH:17][C:18]([O:21][CH2:22][C:23]3[N:24]=[C:25]([C:29]4[CH:30]=[CH:31][CH:32]=[CH:33][CH:34]=4)[O:26][C:27]=3[CH3:28])=[CH:19][CH:20]=2)=[C:6]([CH2:8][C:9]([OH:11])=[O:10])[CH:7]=1. The catalyst class is: 72. (2) Reactant: [C:1]([C:5]1[CH:6]=[C:7]2[C:12](=[C:13]([F:15])[CH:14]=1)[C:11](=[O:16])[N:10]([C:17]1[C:18]([CH2:38][OH:39])=[C:19]([N:23]3[CH:27]=[C:26]([C:28]#[N:29])[C:25]([NH:30][C:31]4[CH:36]=[CH:35][C:34]([Cl:37])=[CH:33][N:32]=4)=[N:24]3)[CH:20]=[CH:21][CH:22]=1)[N:9]=[CH:8]2)([CH3:4])([CH3:3])[CH3:2].[O:40]1CCCC1. Product: [C:1]([C:5]1[CH:6]=[C:7]2[C:12](=[C:13]([F:15])[CH:14]=1)[C:11](=[O:16])[N:10]([C:17]1[C:18]([CH2:38][OH:39])=[C:19]([N:23]3[CH:27]=[C:26]([C:28]([NH2:29])=[O:40])[C:25]([NH:30][C:31]4[CH:36]=[CH:35][C:34]([Cl:37])=[CH:33][N:32]=4)=[N:24]3)[CH:20]=[CH:21][CH:22]=1)[N:9]=[CH:8]2)([CH3:4])([CH3:2])[CH3:3]. The catalyst class is: 6. (3) Reactant: O.[OH-].[Li+].[F:4][C:5]1[CH:10]=[CH:9][CH:8]=[CH:7][C:6]=1[C@@H:11]1[CH2:20][CH2:19][CH2:18][C@H:17]2[N:12]1[C:13](=[O:29])[CH:14](P(=O)(OCC)OCC)[CH2:15][CH2:16]2.[CH3:30][O:31][C:32]1[CH:33]=[C:34]([CH:37]=[CH:38][C:39]=1[N:40]1[CH:44]=[C:43]([CH3:45])[N:42]=[CH:41]1)[CH:35]=O.C(OCC)(=O)C. Product: [F:4][C:5]1[CH:10]=[CH:9][CH:8]=[CH:7][C:6]=1[C@@H:11]1[CH2:20][CH2:19][CH2:18][C@H:17]2[N:12]1[C:13](=[O:29])/[C:14](=[CH:35]/[C:34]1[CH:37]=[CH:38][C:39]([N:40]3[CH:44]=[C:43]([CH3:45])[N:42]=[CH:41]3)=[C:32]([O:31][CH3:30])[CH:33]=1)/[CH2:15][CH2:16]2. The catalyst class is: 214. (4) Reactant: [Cl:1][C:2]1[S:6][C:5]([C:7]([OH:9])=[O:8])=[CH:4][C:3]=1[C:10]1[N:14]([CH3:15])[N:13]=[CH:12][CH:11]=1.C1C(=O)N([Br:23])C(=O)C1. Product: [Br:23][C:11]1[CH:12]=[N:13][N:14]([CH3:15])[C:10]=1[C:3]1[CH:4]=[C:5]([C:7]([OH:9])=[O:8])[S:6][C:2]=1[Cl:1]. The catalyst class is: 7.